Dataset: Forward reaction prediction with 1.9M reactions from USPTO patents (1976-2016). Task: Predict the product of the given reaction. Given the reactants [NH2:1][C:2]1[C:7]([NH2:8])=[C:6]([NH:9][C@@H:10]2[C@@H:15]3[CH2:16][C@@H:12]([CH:13]=[CH:14]3)[C@@H:11]2[C:17]([NH2:19])=[O:18])[C:5]([Br:20])=[CH:4][N:3]=1.[N:21]1([C:27]2[N:32]=[CH:31][C:30]([CH:33]=O)=[CH:29][CH:28]=2)[CH2:26][CH2:25][O:24][CH2:23][CH2:22]1, predict the reaction product. The product is: [Br:20][C:5]1[C:6]([NH:9][C@@H:10]2[C@@H:15]3[CH2:16][C@@H:12]([CH:13]=[CH:14]3)[C@@H:11]2[C:17]([NH2:19])=[O:18])=[C:7]2[N:8]=[C:33]([C:30]3[CH:31]=[N:32][C:27]([N:21]4[CH2:26][CH2:25][O:24][CH2:23][CH2:22]4)=[CH:28][CH:29]=3)[NH:1][C:2]2=[N:3][CH:4]=1.